This data is from Peptide-MHC class II binding affinity with 134,281 pairs from IEDB. The task is: Regression. Given a peptide amino acid sequence and an MHC pseudo amino acid sequence, predict their binding affinity value. This is MHC class II binding data. (1) The MHC is DRB1_0901 with pseudo-sequence DRB1_0901. The binding affinity (normalized) is 0.867. The peptide sequence is AYESYKFIPALEAAVKQAYAATVAAA. (2) The peptide sequence is TWGKAKIVTAETQNS. The MHC is DRB1_0401 with pseudo-sequence DRB1_0401. The binding affinity (normalized) is 0.692. (3) The MHC is DRB1_0404 with pseudo-sequence DRB1_0404. The peptide sequence is RSTTDSGKVIPEWCC. The binding affinity (normalized) is 0. (4) The peptide sequence is DVTITAPGDSPNTDG. The MHC is DRB5_0101 with pseudo-sequence DRB5_0101. The binding affinity (normalized) is 0.0388. (5) The peptide sequence is DEVLIEVNPPFGDSY. The MHC is DRB1_1101 with pseudo-sequence DRB1_1101. The binding affinity (normalized) is 0.166. (6) The peptide sequence is SWKLEKASLIEVKTC. The MHC is DRB5_0101 with pseudo-sequence DRB5_0101. The binding affinity (normalized) is 0.346. (7) The peptide sequence is VPFNVAQAYCIGKLK. The MHC is DRB1_0802 with pseudo-sequence DRB1_0802. The binding affinity (normalized) is 0.574. (8) The peptide sequence is VFLGSAYGIPKVPPG. The MHC is HLA-DPA10201-DPB10101 with pseudo-sequence HLA-DPA10201-DPB10101. The binding affinity (normalized) is 0.375. (9) The peptide sequence is ARANESATILMTATP. The MHC is HLA-DQA10201-DQB10402 with pseudo-sequence HLA-DQA10201-DQB10402. The binding affinity (normalized) is 0.472.